This data is from Forward reaction prediction with 1.9M reactions from USPTO patents (1976-2016). The task is: Predict the product of the given reaction. (1) Given the reactants [H-].[Al+3].[Li+].[H-].[H-].[H-].[CH2:7]([N:14]1[CH2:19][CH2:18][P:17](=O)([O:20]CC)[CH2:16][CH2:15]1)[C:8]1[CH:13]=[CH:12][CH:11]=[CH:10][CH:9]=1.O.[OH-].[Na+], predict the reaction product. The product is: [CH2:7]([N:14]1[CH2:15][CH2:16][PH:17](=[O:20])[CH2:18][CH2:19]1)[C:8]1[CH:9]=[CH:10][CH:11]=[CH:12][CH:13]=1. (2) The product is: [C:18]([C:15]1[N:13]2[CH2:14][C:9]3([C:6]4[CH:7]=[CH:8][C:3]([O:2][CH3:1])=[CH:4][CH:5]=4)[NH:27][CH2:26][CH2:25][N:10]3[C:11](=[O:24])[C:12]2=[CH:17][CH:16]=1)#[CH:19]. Given the reactants [CH3:1][O:2][C:3]1[CH:8]=[CH:7][C:6]([C:9]23[NH:27][CH2:26][CH2:25][N:10]2[C:11](=[O:24])[C:12]2[N:13]([C:15]([C:18]#[C:19][Si](C)(C)C)=[CH:16][CH:17]=2)[CH2:14]3)=[CH:5][CH:4]=1.C(=O)([O-])[O-].[K+].[K+], predict the reaction product. (3) Given the reactants C(OC([N:8]1[CH2:12][CH2:11][C@@H:10]([CH2:13][N:14]2[C:23]3[C:18](=[CH:19][C:20]([I:24])=[CH:21][CH:22]=3)[C:17](=[O:25])[C:16]([C:26]([O:28][CH2:29][CH3:30])=[O:27])=[CH:15]2)[CH2:9]1)=O)(C)(C)C.[ClH:31], predict the reaction product. The product is: [ClH:31].[I:24][C:20]1[CH:19]=[C:18]2[C:23](=[CH:22][CH:21]=1)[N:14]([CH2:13][C@H:10]1[CH2:11][CH2:12][NH:8][CH2:9]1)[CH:15]=[C:16]([C:26]([O:28][CH2:29][CH3:30])=[O:27])[C:17]2=[O:25]. (4) Given the reactants Cl[C:2]1[N:10]=[CH:9][N:8]=[C:7]2[C:3]=1[N:4]=[CH:5][N:6]2[C:11]1[CH:16]=[CH:15][C:14]([N:17]([OH:32])[C:18]([NH:20][C:21]2[CH:26]=[CH:25][C:24]([Cl:27])=[C:23]([C:28]([F:31])([F:30])[F:29])[CH:22]=2)=[O:19])=[CH:13][CH:12]=1.[CH3:33][NH:34][CH2:35][CH2:36][OH:37], predict the reaction product. The product is: [Cl:27][C:24]1[CH:25]=[CH:26][C:21]([NH:20][C:18]([N:17]([OH:32])[C:14]2[CH:15]=[CH:16][C:11]([N:6]3[CH:5]=[N:4][C:3]4[C:7]3=[N:8][CH:9]=[N:10][C:2]=4[N:34]([CH2:35][CH2:36][OH:37])[CH3:33])=[CH:12][CH:13]=2)=[O:19])=[CH:22][C:23]=1[C:28]([F:29])([F:31])[F:30]. (5) Given the reactants Cl[C:2]1[CH:3]=[C:4]([CH:7]=[CH:8][N:9]=1)[C:5]#[N:6].[CH3:10][Al](C)C.O1CCOCC1, predict the reaction product. The product is: [CH3:10][C:2]1[CH:3]=[C:4]([CH:7]=[CH:8][N:9]=1)[C:5]#[N:6]. (6) Given the reactants Cl[C:2]1[N:7]=[CH:6][N:5]=[C:4]2[NH:8][N:9]=[CH:10][C:3]=12.[C:11]([O:15][C:16]([N:18]1[CH2:23][CH2:22][NH:21][CH2:20][CH2:19]1)=[O:17])([CH3:14])([CH3:13])[CH3:12].C(N(C(C)C)CC)(C)C.C([O-])(O)=O.[Na+], predict the reaction product. The product is: [C:11]([O:15][C:16]([N:18]1[CH2:23][CH2:22][N:21]([C:2]2[N:7]=[CH:6][N:5]=[C:4]3[NH:8][N:9]=[CH:10][C:3]=23)[CH2:20][CH2:19]1)=[O:17])([CH3:14])([CH3:12])[CH3:13]. (7) Given the reactants [F:1][C:2]1([F:40])[O:6][C:5]2[CH:7]=[CH:8][C:9]([C:11]3([C:14]([NH:16][C@H:17]4[C:26]5[C:21](=[CH:22][C:23]([O:27][CH:28]([F:30])[F:29])=[CH:24][CH:25]=5)[O:20][C@@H:19]([C:31]5[CH:39]=[CH:38][C:34]([C:35](O)=[O:36])=[CH:33][CH:32]=5)[CH2:18]4)=[O:15])[CH2:13][CH2:12]3)=[CH:10][C:4]=2[O:3]1.CN(C(ON1N=NC2C=CC=CC1=2)=[N+](C)C)C.[B-](F)(F)(F)F.C(N(CC)CC)C.[Cl-].[Li+].[CH3:72][S:73]([NH2:76])(=[O:75])=[O:74], predict the reaction product. The product is: [F:40][C:2]1([F:1])[O:6][C:5]2[CH:7]=[CH:8][C:9]([C:11]3([C:14]([NH:16][C@H:17]4[C:26]5[C:21](=[CH:22][C:23]([O:27][CH:28]([F:30])[F:29])=[CH:24][CH:25]=5)[O:20][C@@H:19]([C:31]5[CH:32]=[CH:33][C:34]([C:35]([NH:76][S:73]([CH3:72])(=[O:75])=[O:74])=[O:36])=[CH:38][CH:39]=5)[CH2:18]4)=[O:15])[CH2:13][CH2:12]3)=[CH:10][C:4]=2[O:3]1.